This data is from Retrosynthesis with 50K atom-mapped reactions and 10 reaction types from USPTO. The task is: Predict the reactants needed to synthesize the given product. Given the product CS(=O)(=O)NCc1cc(Oc2ccc(Nc3cc(-c4ccccc4)nc(N)n3)cc2)ccn1, predict the reactants needed to synthesize it. The reactants are: CS(=O)(=O)Cl.NCc1cc(Oc2ccc(Nc3cc(-c4ccccc4)nc(N)n3)cc2)ccn1.